From a dataset of Full USPTO retrosynthesis dataset with 1.9M reactions from patents (1976-2016). Predict the reactants needed to synthesize the given product. Given the product [C:1]([O:5][C:6]([N:8]1[CH2:12][C@@H:11]([C:13]2[CH:14]=[CH:15][CH:16]=[CH:17][CH:18]=2)[C@@H:10]([CH2:19][NH:20][C:33](=[O:34])[C:32]2[CH:36]=[C:37]([C:39]([F:40])([F:41])[F:42])[CH:38]=[C:30]([C:29]([F:28])([F:43])[F:44])[CH:31]=2)[CH2:9]1)=[O:7])([CH3:4])([CH3:3])[CH3:2], predict the reactants needed to synthesize it. The reactants are: [C:1]([O:5][C:6]([N:8]1[CH2:12][C@@H:11]([C:13]2[CH:18]=[CH:17][CH:16]=[CH:15][CH:14]=2)[C@H:10]([CH2:19][NH2:20])[CH2:9]1)=[O:7])([CH3:4])([CH3:3])[CH3:2].C(N(CC)CC)C.[F:28][C:29]([F:44])([F:43])[C:30]1[CH:31]=[C:32]([CH:36]=[C:37]([C:39]([F:42])([F:41])[F:40])[CH:38]=1)[C:33](Cl)=[O:34].